Dataset: Full USPTO retrosynthesis dataset with 1.9M reactions from patents (1976-2016). Task: Predict the reactants needed to synthesize the given product. (1) Given the product [Cl:1][C:2]1[N:10]=[C:9]2[C:5]([N:6]=[CH:7][N:8]2[C@@H:11]2[C@@H:16]3[C@@H:14]([CH2:15]3)[C@@H:13]([OH:17])[C@H:12]2[OH:18])=[C:4]([NH:19][CH2:20][C:21]2[CH:26]=[CH:25][CH:24]=[C:23]([C:27]#[C:28][CH2:29][CH2:30][CH2:31][CH2:32][C:33]3[N:67]=[N:68][N:69]([C:71]4[CH:76]=[CH:75][C:74]([F:77])=[C:73]([N+:78]([O-:80])=[O:79])[CH:72]=4)[CH:34]=3)[CH:22]=2)[N:3]=1, predict the reactants needed to synthesize it. The reactants are: [Cl:1][C:2]1[N:10]=[C:9]2[C:5]([N:6]=[CH:7][N:8]2[C@@H:11]2[C@@H:16]3[C@@H:14]([CH2:15]3)[C@@H:13]([OH:17])[C@H:12]2[OH:18])=[C:4]([NH:19][CH2:20][C:21]2[CH:26]=[CH:25][CH:24]=[C:23]([C:27]#[C:28][CH2:29][CH2:30][CH2:31][CH2:32][C:33]#[CH:34])[CH:22]=2)[N:3]=1.ClC1N=C2C(N=CN2[C@@H]2[C@@H]3[C@@H](C3)[C@@H](O)[C@H]2O)=C(NCC2C=CC=C(C#CCCCC3[N:67]=[N:68][N:69]([C:71]4[CH:76]=[CH:75][C:74]([F:77])=[C:73]([N+:78]([O-:80])=[O:79])[CH:72]=4)C=3)C=2)N=1. (2) Given the product [CH3:40][O:41][C:42](=[O:51])[C:43]1[CH:48]=[CH:47][C:46]([NH2:49])=[C:45]([NH:50][C:12](=[O:14])[C:11]2[CH:15]=[CH:16][CH:17]=[C:9]([CH2:8][N:4]([CH2:1][CH2:2][CH3:3])[CH2:5][CH2:6][CH3:7])[CH:10]=2)[CH:44]=1, predict the reactants needed to synthesize it. The reactants are: [CH2:1]([N:4]([CH2:8][C:9]1[CH:10]=[C:11]([CH:15]=[CH:16][CH:17]=1)[C:12]([OH:14])=O)[CH2:5][CH2:6][CH3:7])[CH2:2][CH3:3].CCN=C=NCCCN(C)C.Cl.C1C=CC2N(O)N=NC=2C=1.[CH3:40][O:41][C:42](=[O:51])[C:43]1[CH:48]=[CH:47][C:46]([NH2:49])=[C:45]([NH2:50])[CH:44]=1. (3) Given the product [C:3]([O:7][C:8]([N:10]1[CH2:15][CH2:14][O:13][CH2:12][CH:11]1[CH2:16][O:17][C:28]([N:30]1[CH2:31][CH2:32][N:33]([C:36]2[CH:41]=[CH:40][C:39]([F:42])=[CH:38][CH:37]=2)[CH2:34][CH2:35]1)=[O:27])=[O:9])([CH3:6])([CH3:5])[CH3:4], predict the reactants needed to synthesize it. The reactants are: [H-].[Na+].[C:3]([O:7][C:8]([N:10]1[CH2:15][CH2:14][O:13][CH2:12][CH:11]1[CH2:16][OH:17])=[O:9])([CH3:6])([CH3:5])[CH3:4].[N+](C1C=CC([O:27][C:28]([N:30]2[CH2:35][CH2:34][N:33]([C:36]3[CH:41]=[CH:40][C:39]([F:42])=[CH:38][CH:37]=3)[CH2:32][CH2:31]2)=O)=CC=1)([O-])=O.C([O-])(O)=O.[Na+]. (4) Given the product [CH:1]1([CH2:6][C@H:7]([N:11]2[CH2:19][C:18]3[C:13](=[CH:14][CH:15]=[CH:16][C:17]=3[C:20]([F:22])([F:21])[F:23])[C:12]2=[O:24])[C:8]([NH:37][C:32]2[CH:33]=[N:34][CH:35]=[CH:36][N:31]=2)=[O:9])[CH2:5][CH2:4][CH2:3][CH2:2]1, predict the reactants needed to synthesize it. The reactants are: [CH:1]1([CH2:6][C@H:7]([N:11]2[CH2:19][C:18]3[C:13](=[CH:14][CH:15]=[CH:16][C:17]=3[C:20]([F:23])([F:22])[F:21])[C:12]2=[O:24])[C:8](O)=[O:9])[CH2:5][CH2:4][CH2:3][CH2:2]1.C(Cl)(=O)C(Cl)=O.[N:31]1[CH:36]=[CH:35][N:34]=[CH:33][C:32]=1[NH2:37].N1C(C)=CC=CC=1C. (5) Given the product [CH3:1][N:2]([CH2:15][C:16]#[CH:17])[C:3](=[O:14])[O:4][CH2:5][C@H:6]([NH:13][C:27](=[O:28])[CH2:26][Cl:25])[C:7]1[CH:12]=[CH:11][CH:10]=[CH:9][CH:8]=1, predict the reactants needed to synthesize it. The reactants are: [CH3:1][N:2]([CH2:15][C:16]#[CH:17])[C:3](=[O:14])[O:4][CH2:5][C@H:6]([NH2:13])[C:7]1[CH:12]=[CH:11][CH:10]=[CH:9][CH:8]=1.CCN(CC)CC.[Cl:25][CH2:26][C:27](Cl)=[O:28]. (6) Given the product [CH3:12][O:11][C:4]1[CH:3]=[C:2]([NH:20][CH2:19][CH2:18][N:13]2[CH2:17][CH2:16][CH2:15][CH2:14]2)[CH:7]=[CH:6][C:5]=1[NH2:8], predict the reactants needed to synthesize it. The reactants are: F[C:2]1[CH:7]=[CH:6][C:5]([N+:8]([O-])=O)=[C:4]([O:11][CH3:12])[CH:3]=1.[N:13]1([CH2:18][CH2:19][NH2:20])[CH2:17][CH2:16][CH2:15][CH2:14]1.CCN(C(C)C)C(C)C. (7) Given the product [C:4]([Si:1]([O:8][CH2:9][CH2:10][CH:11]([C:13]1[CH:18]=[CH:17][C:16]([O:19][CH2:20][C:21]2[CH:26]=[CH:25][C:24]([Cl:27])=[C:23]([Cl:28])[CH:22]=2)=[CH:15][CH:14]=1)[O:12][CH:29]=[CH2:30])([CH3:3])[CH3:2])([CH3:6])([CH3:7])[CH3:5], predict the reactants needed to synthesize it. The reactants are: [Si:1]([O:8][CH2:9][CH2:10][CH:11]([C:13]1[CH:18]=[CH:17][C:16]([O:19][CH2:20][C:21]2[CH:26]=[CH:25][C:24]([Cl:27])=[C:23]([Cl:28])[CH:22]=2)=[CH:15][CH:14]=1)[OH:12])([C:4]([CH3:7])([CH3:6])[CH3:5])([CH3:3])[CH3:2].[C:29]1(C2C3C(=C4C(=CC=3)C(C3C=CC=CC=3)=CC=N4)N=CC=2)C=CC=C[CH:30]=1.C(N(CC)CC)C. (8) Given the product [F:10][C:4]1[CH:5]=[CH:6][C:7]([F:9])=[CH:8][C:3]=1[CH2:2][P:11](=[O:18])([O:15][CH2:16][CH3:17])[O:12][CH2:13][CH3:14], predict the reactants needed to synthesize it. The reactants are: Br[CH2:2][C:3]1[CH:8]=[C:7]([F:9])[CH:6]=[CH:5][C:4]=1[F:10].[P:11]([O:18]CC)([O:15][CH2:16][CH3:17])[O:12][CH2:13][CH3:14]. (9) Given the product [C:1]([N:4]1[CH2:9][CH2:8][N:7]([CH2:10][CH2:11][Cl:29])[CH2:6][CH2:5]1)(=[O:3])[CH3:2], predict the reactants needed to synthesize it. The reactants are: [C:1]([N:4]1[CH2:9][CH2:8][N:7]([CH2:10][CH2:11]O)[CH2:6][CH2:5]1)(=[O:3])[CH3:2].C(N(CC)CC)C.C1(C)C=CC(S([Cl:29])(=O)=O)=CC=1.